Dataset: Catalyst prediction with 721,799 reactions and 888 catalyst types from USPTO. Task: Predict which catalyst facilitates the given reaction. Reactant: [NH2:1][C:2]1[C:3]([C:16]2[CH:28]=[CH:27][C:19]([C:20]([O:22]C(C)(C)C)=[O:21])=[C:18]([F:29])[CH:17]=2)=[N:4][C:5]([C@@H:8]2[CH2:13][CH2:12][C@@H:11]([OH:14])[C@H:10]([F:15])[CH2:9]2)=[CH:6][N:7]=1.Cl.O1CCOCC1. Product: [NH2:1][C:2]1[C:3]([C:16]2[CH:28]=[CH:27][C:19]([C:20]([OH:22])=[O:21])=[C:18]([F:29])[CH:17]=2)=[N:4][C:5]([C@@H:8]2[CH2:13][CH2:12][C@@H:11]([OH:14])[C@H:10]([F:15])[CH2:9]2)=[CH:6][N:7]=1. The catalyst class is: 2.